Dataset: Forward reaction prediction with 1.9M reactions from USPTO patents (1976-2016). Task: Predict the product of the given reaction. Given the reactants [NH2:1][C:2]1[N:7]=[C:6](Cl)[C:5]([CH:9]=O)=[C:4]([Cl:11])[N:3]=1.C(N(CC)CC)C.[CH3:19][NH:20][NH2:21], predict the reaction product. The product is: [Cl:11][C:4]1[N:3]=[C:2]([NH2:1])[N:7]=[C:6]2[N:20]([CH3:19])[N:21]=[CH:9][C:5]=12.